The task is: Regression. Given a peptide amino acid sequence and an MHC pseudo amino acid sequence, predict their binding affinity value. This is MHC class II binding data.. This data is from Peptide-MHC class II binding affinity with 134,281 pairs from IEDB. (1) The peptide sequence is SIRAANVMAASLRKA. The MHC is HLA-DQA10201-DQB10303 with pseudo-sequence HLA-DQA10201-DQB10303. The binding affinity (normalized) is 0.703. (2) The peptide sequence is AGAEPAGKATTEEQK. The MHC is HLA-DQA10401-DQB10402 with pseudo-sequence HLA-DQA10401-DQB10402. The binding affinity (normalized) is 0.428. (3) The peptide sequence is LDYKECEWPLTHTIG. The MHC is DRB1_0701 with pseudo-sequence DRB1_0701. The binding affinity (normalized) is 0.389. (4) The peptide sequence is DENPVVHFFKNIVTPRTPP. The MHC is DRB1_0401 with pseudo-sequence DRB1_0401. The binding affinity (normalized) is 0.750. (5) The peptide sequence is LKDEAYFAANAAAQA. The MHC is DRB3_0101 with pseudo-sequence DRB3_0101. The binding affinity (normalized) is 0.300. (6) The peptide sequence is TPDNFSSLIKSTLQV. The MHC is DRB1_0101 with pseudo-sequence DRB1_0101. The binding affinity (normalized) is 0.734.